From a dataset of Forward reaction prediction with 1.9M reactions from USPTO patents (1976-2016). Predict the product of the given reaction. (1) Given the reactants [C:1]([NH2:7])(=[O:6])[CH2:2][C:3]([CH3:5])=[O:4].[Cl:8][C:9]1[CH:10]=[C:11]([CH:14]=[CH:15][CH:16]=1)[CH:12]=O.N1CCCCC1.C1(C)C=CC(S(O)(=O)=O)=CC=1, predict the reaction product. The product is: [C:3]([C:2](=[CH:12][C:11]1[CH:14]=[CH:15][CH:16]=[C:9]([Cl:8])[CH:10]=1)[C:1]([NH2:7])=[O:6])(=[O:4])[CH3:5]. (2) Given the reactants Cl[C:2]1[N:3]=[C:4]([S:13][CH3:14])[N:5]=[N:6][C:7]=1[C:8]([O:10][CH2:11][CH3:12])=[O:9].[NH2:15][C:16]1[CH:17]=[N:18][CH:19]=[C:20]([F:22])[CH:21]=1.CCN(C(C)C)C(C)C.CCOC(C)=O, predict the reaction product. The product is: [F:22][C:20]1[CH:21]=[C:16]([NH:15][C:2]2[N:3]=[C:4]([S:13][CH3:14])[N:5]=[N:6][C:7]=2[C:8]([O:10][CH2:11][CH3:12])=[O:9])[CH:17]=[N:18][CH:19]=1. (3) Given the reactants O.[NH2:2][NH2:3].Cl[C:5]1[NH:10][C:9](=[O:11])[N:8]([CH3:12])[C:7](=[O:13])[CH:6]=1, predict the reaction product. The product is: [NH:2]([C:5]1[NH:10][C:9](=[O:11])[N:8]([CH3:12])[C:7](=[O:13])[CH:6]=1)[NH2:3].